This data is from Catalyst prediction with 721,799 reactions and 888 catalyst types from USPTO. The task is: Predict which catalyst facilitates the given reaction. (1) Reactant: [C:1]1([S:7]([N:10]2[C:14]3=[N:15][CH:16]=[C:17]([N+:20]([O-:22])=[O:21])[C:18](Cl)=[C:13]3[CH:12]=[CH:11]2)(=[O:9])=[O:8])[CH:6]=[CH:5][CH:4]=[CH:3][CH:2]=1.[C:23]([O:27][C:28]([N:30]1[CH2:35][CH2:34][CH2:33][CH:32]([NH2:36])[CH2:31]1)=[O:29])([CH3:26])([CH3:25])[CH3:24].C(N(C(C)C)CC)(C)C. Product: [C:23]([O:27][C:28]([N:30]1[CH2:35][CH2:34][CH2:33][CH:32]([NH:36][C:18]2[C:17]([N+:20]([O-:22])=[O:21])=[CH:16][N:15]=[C:14]3[N:10]([S:7]([C:1]4[CH:6]=[CH:5][CH:4]=[CH:3][CH:2]=4)(=[O:9])=[O:8])[CH:11]=[CH:12][C:13]=23)[CH2:31]1)=[O:29])([CH3:26])([CH3:24])[CH3:25]. The catalyst class is: 41. (2) Reactant: [CH3:1][O:2][C:3]1[CH:4]=[C:5]([CH2:20][C:21]([OH:23])=O)[CH:6]=[CH:7][C:8]=1[NH:9][C:10]([NH:12][C:13]1[CH:18]=[CH:17][CH:16]=[CH:15][C:14]=1[CH3:19])=[O:11].[CH2:24]([O:26][C:27]([CH:29]1[CH:33]([C:34]2[CH:39]=[CH:38][C:37]([NH2:40])=[CH:36][CH:35]=2)[CH2:32][N:31]([C:41](=[O:48])[C:42]2[CH:47]=[CH:46][CH:45]=[CH:44][CH:43]=2)[CH2:30]1)=[O:28])[CH3:25].C(N(CC)CC)C.CN(C1C=CC=CN=1)C. Product: [CH2:24]([O:26][C:27]([CH:29]1[CH:33]([C:34]2[CH:39]=[CH:38][C:37]([NH:40][C:21](=[O:23])[CH2:20][C:5]3[CH:6]=[CH:7][C:8]([NH:9][C:10]([NH:12][C:13]4[CH:18]=[CH:17][CH:16]=[CH:15][C:14]=4[CH3:19])=[O:11])=[C:3]([O:2][CH3:1])[CH:4]=3)=[CH:36][CH:35]=2)[CH2:32][N:31]([C:41](=[O:48])[C:42]2[CH:43]=[CH:44][CH:45]=[CH:46][CH:47]=2)[CH2:30]1)=[O:28])[CH3:25]. The catalyst class is: 213. (3) Reactant: Br[CH2:2][C:3]([C:5]1[CH:10]=[CH:9][CH:8]=[CH:7][CH:6]=1)=[O:4].[S-:11][C:12]#[N:13].[K+]. Product: [O:4]=[C:3]([C:5]1[CH:10]=[CH:9][CH:8]=[CH:7][CH:6]=1)[CH2:2][S:11][C:12]#[N:13]. The catalyst class is: 8. (4) Reactant: Br[C:2]1[CH:7]=[CH:6][C:5]([O:8][CH3:9])=[CH:4][N:3]=1.[Li]CCCC.[CH2:15]([S:22][S:22][CH2:15][C:16]1[CH:21]=[CH:20][CH:19]=[CH:18][CH:17]=1)[C:16]1[CH:21]=[CH:20][CH:19]=[CH:18][CH:17]=1.[Cl-].[NH4+]. Product: [CH2:15]([S:22][C:2]1[CH:7]=[CH:6][C:5]([O:8][CH3:9])=[CH:4][N:3]=1)[C:16]1[CH:21]=[CH:20][CH:19]=[CH:18][CH:17]=1. The catalyst class is: 1. (5) Reactant: [CH3:1][S:2]([C:5]1[CH:10]=[CH:9][C:8]([NH:11][C:12]([C:14]2[CH:19]=[CH:18][CH:17]=[CH:16][N:15]=2)=[NH:13])=[CH:7][CH:6]=1)(=[O:4])=[O:3].C(=O)(O)[O-].[Na+].Br[CH2:26][C:27](=[O:32])[C:28]([F:31])([F:30])[F:29]. Product: [OH:32][C:27]1([C:28]([F:31])([F:30])[F:29])[CH2:26][N:11]([C:8]2[CH:7]=[CH:6][C:5]([S:2]([CH3:1])(=[O:4])=[O:3])=[CH:10][CH:9]=2)[C:12]([C:14]2[CH:19]=[CH:18][CH:17]=[CH:16][N:15]=2)=[N:13]1. The catalyst class is: 32. (6) Reactant: C1(C)C=CC(S([O-])(=O)=O)=CC=1.[NH+]1C=CC=CC=1.[C:18]([C:22]1[CH:23]=[C:24]([NH:43][C:44]([NH:46][C@@H:47]2[C:56]3[C:51](=[CH:52][CH:53]=[CH:54][CH:55]=3)[C@H:50]([O:57][C:58]3[CH:59]=[CH:60][C:61]4[N:62]([C:64]([CH:67]([CH3:69])[CH3:68])=[N:65][N:66]=4)[CH:63]=3)[CH2:49][CH2:48]2)=[O:45])[N:25]([C:27]2[CH:32]=[CH:31][CH:30]=[C:29]([O:33][CH2:34][CH2:35][O:36]C3CCCCO3)[CH:28]=2)[N:26]=1)([CH3:21])([CH3:20])[CH3:19]. Product: [C:18]([C:22]1[CH:23]=[C:24]([NH:43][C:44]([NH:46][C@@H:47]2[C:56]3[C:51](=[CH:52][CH:53]=[CH:54][CH:55]=3)[C@H:50]([O:57][C:58]3[CH:59]=[CH:60][C:61]4[N:62]([C:64]([CH:67]([CH3:69])[CH3:68])=[N:65][N:66]=4)[CH:63]=3)[CH2:49][CH2:48]2)=[O:45])[N:25]([C:27]2[CH:32]=[CH:31][CH:30]=[C:29]([O:33][CH2:34][CH2:35][OH:36])[CH:28]=2)[N:26]=1)([CH3:21])([CH3:20])[CH3:19]. The catalyst class is: 5. (7) Reactant: Cl[C:2]1[N:7]=[CH:6][C:5]([C:8]2[C:9](=[O:19])[N:10]([C:13]3[CH:18]=[CH:17][CH:16]=[CH:15][N:14]=3)[NH:11][CH:12]=2)=[CH:4][CH:3]=1.C([O-])(=[O:22])C.[NH4+].C1(C)C=CC=CC=1. Product: [OH:22][C:2]1[N:7]=[CH:6][C:5]([C:8]2[C:9](=[O:19])[N:10]([C:13]3[CH:18]=[CH:17][CH:16]=[CH:15][N:14]=3)[NH:11][CH:12]=2)=[CH:4][CH:3]=1. The catalyst class is: 15.